Predict the product of the given reaction. From a dataset of Forward reaction prediction with 1.9M reactions from USPTO patents (1976-2016). Given the reactants [Mg].[C:2]1(OC)[CH:7]=[CH:6][CH:5]=[CH:4][CH:3]=1.[C:10](Cl)(=[O:17])[C:11]1[CH:16]=[CH:15][CH:14]=[CH:13][CH:12]=1, predict the reaction product. The product is: [C:10]([C:2]1[CH:3]=[CH:4][CH:5]=[CH:6][CH:7]=1)(=[O:17])[C:11]1[CH:16]=[CH:15][CH:14]=[CH:13][CH:12]=1.